This data is from Peptide-MHC class II binding affinity with 134,281 pairs from IEDB. The task is: Regression. Given a peptide amino acid sequence and an MHC pseudo amino acid sequence, predict their binding affinity value. This is MHC class II binding data. (1) The peptide sequence is GAVDIINKWQVVAPQ. The MHC is DRB1_1302 with pseudo-sequence DRB1_1302. The binding affinity (normalized) is 0.220. (2) The peptide sequence is VELNVYFHPQSPPEKK. The MHC is H-2-IAb with pseudo-sequence H-2-IAb. The binding affinity (normalized) is 0.478. (3) The peptide sequence is KFGVAKKANVYAVKV. The MHC is HLA-DQA10102-DQB10502 with pseudo-sequence HLA-DQA10102-DQB10502. The binding affinity (normalized) is 0.148. (4) The peptide sequence is LDVVKLLYNEQFAVQ. The MHC is DRB1_0404 with pseudo-sequence DRB1_0404. The binding affinity (normalized) is 0.195. (5) The peptide sequence is INEPTTAAIAYGLDR. The MHC is HLA-DQA10401-DQB10402 with pseudo-sequence HLA-DQA10401-DQB10402. The binding affinity (normalized) is 0.610. (6) The peptide sequence is SLINSMKTSFSSRLL. The MHC is DRB1_0401 with pseudo-sequence DRB1_0401. The binding affinity (normalized) is 0.795.